This data is from Catalyst prediction with 721,799 reactions and 888 catalyst types from USPTO. The task is: Predict which catalyst facilitates the given reaction. (1) Reactant: [C:1]1([S:7]([N:10]2[C:14]3=[N:15][CH:16]=[C:17]([Cl:19])[CH:18]=[C:13]3[C:12]([CH2:20][C:21]3[CH:22]=[N:23][C:24](S(C)(=O)=O)=[N:25][CH:26]=3)=[CH:11]2)(=[O:9])=[O:8])[CH:6]=[CH:5][CH:4]=[CH:3][CH:2]=1.[Cl:31][C:32]1[CH:39]=[CH:38][C:35]([CH2:36][NH2:37])=[CH:34][CH:33]=1.O. Product: [C:1]1([S:7]([N:10]2[C:14]3=[N:15][CH:16]=[C:17]([Cl:19])[CH:18]=[C:13]3[C:12]([CH2:20][C:21]3[CH:22]=[N:23][C:24]([NH:37][CH2:36][C:35]4[CH:38]=[CH:39][C:32]([Cl:31])=[CH:33][CH:34]=4)=[N:25][CH:26]=3)=[CH:11]2)(=[O:9])=[O:8])[CH:6]=[CH:5][CH:4]=[CH:3][CH:2]=1. The catalyst class is: 60. (2) Reactant: [NH:1]1[CH2:5][CH2:4][CH2:3][CH2:2]1.[C:6]([NH:16][C@@H:17]([C:19](O)=[O:20])[CH3:18])([O:8][CH2:9][C:10]1[CH:15]=[CH:14][CH:13]=[CH:12][CH:11]=1)=[O:7].C1C=NC2N(O)N=NC=2C=1.CN1CCOCC1.C(Cl)CCl. The catalyst class is: 317. Product: [C:10]1([CH2:9][O:8][C:6](=[O:7])[NH:16][C@H:17]([CH3:18])[C:19](=[O:20])[N:1]2[CH2:5][CH2:4][CH2:3][CH2:2]2)[CH:11]=[CH:12][CH:13]=[CH:14][CH:15]=1. (3) Reactant: [Cl:1][C:2]1[CH:43]=[CH:42][C:5]([CH2:6][C@H:7]([C:21]([N:23]2[CH2:28][CH2:27][C@@H:26]([N:29]([CH:35]3[CH2:40][CH2:39][CH2:38][CH2:37][CH2:36]3)[C:30]([N:32]([CH3:34])[CH3:33])=[O:31])[C@H:25]([CH3:41])[CH2:24]2)=[O:22])[NH:8][CH:9]2[CH2:14][CH2:13][CH:12]([N:15]3[CH2:19][CH2:18][O:17][C:16]3=[O:20])[CH2:11][CH2:10]2)=[CH:4][CH:3]=1.Cl. Product: [ClH:1].[Cl:1][C:2]1[CH:43]=[CH:42][C:5]([CH2:6][C@H:7]([C:21]([N:23]2[CH2:28][CH2:27][C@@H:26]([N:29]([CH:35]3[CH2:40][CH2:39][CH2:38][CH2:37][CH2:36]3)[C:30]([N:32]([CH3:33])[CH3:34])=[O:31])[C@H:25]([CH3:41])[CH2:24]2)=[O:22])[NH:8][CH:9]2[CH2:14][CH2:13][CH:12]([N:15]3[CH2:19][CH2:18][O:17][C:16]3=[O:20])[CH2:11][CH2:10]2)=[CH:4][CH:3]=1. The catalyst class is: 698. (4) Reactant: [C:1]([C:3]1[N:4]=[C:5]2[C:11]3[CH:12]=[C:13]([C:16]([O:18][CH3:19])=[O:17])[CH:14]=[CH:15][C:10]=3[O:9][CH2:8][CH2:7][N:6]2[CH:20]=1)#[N:2].C(=O)([O-])[O-:22].[K+].[K+].O.OO. Product: [C:1]([C:3]1[N:4]=[C:5]2[C:11]3[CH:12]=[C:13]([C:16]([O:18][CH3:19])=[O:17])[CH:14]=[CH:15][C:10]=3[O:9][CH2:8][CH2:7][N:6]2[CH:20]=1)(=[O:22])[NH2:2]. The catalyst class is: 16.